Dataset: Catalyst prediction with 721,799 reactions and 888 catalyst types from USPTO. Task: Predict which catalyst facilitates the given reaction. (1) Reactant: [Br:1][C:2]1[CH:10]=[C:9]2[C:5]([CH:6]=[C:7]([C:14](OCC)=O)[N:8]2[CH2:11][C:12]#[N:13])=[CH:4][CH:3]=1.[H-].[Al+3].[Li+].[H-].[H-].[H-].C(C(C(C([O-])=O)O)O)([O-])=O.[K+].[Na+].C(OCC)(=O)C. Product: [Br:1][C:2]1[CH:3]=[CH:4][C:5]2[CH:6]=[C:7]3[CH2:14][NH:13][CH2:12][CH2:11][N:8]3[C:9]=2[CH:10]=1. The catalyst class is: 28. (2) Reactant: [C:1]([NH:11][C:12]1[CH:17]=[CH:16][C:15]([N:18]2[CH2:23][CH2:22][O:21][CH2:20][CH2:19]2)=[C:14]([F:24])[CH:13]=1)([O:3][CH2:4][C:5]1C=CC=CC=1)=[O:2].CC(C)([O-])C.[Li+].ClC[C@@H](O)[CH2:34][N:35]([CH2:43][C:44]1[CH:49]=[CH:48][CH:47]=[CH:46][CH:45]=1)[CH2:36][C:37]1[CH:42]=[CH:41][CH:40]=[CH:39][CH:38]=1.[Cl-].[NH4+]. Product: [CH2:43]([N:35]([CH2:34][C@@H:4]1[O:3][C:1](=[O:2])[N:11]([C:12]2[CH:17]=[CH:16][C:15]([N:18]3[CH2:19][CH2:20][O:21][CH2:22][CH2:23]3)=[C:14]([F:24])[CH:13]=2)[CH2:5]1)[CH2:36][C:37]1[CH:42]=[CH:41][CH:40]=[CH:39][CH:38]=1)[C:44]1[CH:49]=[CH:48][CH:47]=[CH:46][CH:45]=1. The catalyst class is: 802. (3) Reactant: [C:1]([C:3]([C:9]1[CH:10]=[C:11]([CH:15]=[CH:16][CH:17]=1)[C:12]([OH:14])=O)([CH3:8])[CH2:4][CH:5]1[CH2:7][CH2:6]1)#[N:2].C(Cl)(=O)C(Cl)=O.O1CCCC1.[NH2:29][C:30]1[CH:31]=[CH:32][C:33]([O:52][CH3:53])=[C:34]([CH:51]=1)[O:35][C:36]1[CH:37]=[CH:38][C:39]2[N:40]([CH:42]=[C:43]([NH:45][C:46]([CH:48]3[CH2:50][CH2:49]3)=[O:47])[N:44]=2)[N:41]=1. Product: [C:1]([C:3]([C:9]1[CH:10]=[C:11]([CH:15]=[CH:16][CH:17]=1)[C:12]([NH:29][C:30]1[CH:31]=[CH:32][C:33]([O:52][CH3:53])=[C:34]([O:35][C:36]2[CH:37]=[CH:38][C:39]3[N:40]([CH:42]=[C:43]([NH:45][C:46]([CH:48]4[CH2:50][CH2:49]4)=[O:47])[N:44]=3)[N:41]=2)[CH:51]=1)=[O:14])([CH3:8])[CH2:4][CH:5]1[CH2:6][CH2:7]1)#[N:2]. The catalyst class is: 637.